Dataset: Blood-brain barrier permeability classification from the B3DB database. Task: Regression/Classification. Given a drug SMILES string, predict its absorption, distribution, metabolism, or excretion properties. Task type varies by dataset: regression for continuous measurements (e.g., permeability, clearance, half-life) or binary classification for categorical outcomes (e.g., BBB penetration, CYP inhibition). Dataset: b3db_classification. (1) The drug is Cc1nc2sccn2c(=O)c1CCN1CCC(=C(c2ccc(F)cc2)c2ccc(F)cc2)CC1. The result is 1 (penetrates BBB). (2) The compound is C[C@@H](Cc1ccccc1)NCCn1cnc2c1c(=O)n(C)c(=O)n2C. The result is 1 (penetrates BBB).